Dataset: Catalyst prediction with 721,799 reactions and 888 catalyst types from USPTO. Task: Predict which catalyst facilitates the given reaction. (1) Reactant: Cl[C:2]1[C:3]2[CH:10]=[CH:9][N:8]([C@@H:11]3[O:26][C@H:25]([CH2:27][O:28][CH2:29][C:30]4[CH:35]=[CH:34][C:33]([Cl:36])=[CH:32][C:31]=4[Cl:37])[C@@H:14]([O:15][CH2:16][C:17]4[CH:22]=[CH:21][C:20]([Cl:23])=[CH:19][C:18]=4[Cl:24])[C@@:12]3([CH:38]=[CH2:39])[OH:13])[C:4]=2[N:5]=[CH:6][N:7]=1.[NH3:40]. Product: [NH2:40][C:2]1[C:3]2[CH:10]=[CH:9][N:8]([C@@H:11]3[O:26][C@H:25]([CH2:27][O:28][CH2:29][C:30]4[CH:35]=[CH:34][C:33]([Cl:36])=[CH:32][C:31]=4[Cl:37])[C@@H:14]([O:15][CH2:16][C:17]4[CH:22]=[CH:21][C:20]([Cl:23])=[CH:19][C:18]=4[Cl:24])[C@@:12]3([CH:38]=[CH2:39])[OH:13])[C:4]=2[N:5]=[CH:6][N:7]=1. The catalyst class is: 12. (2) Reactant: [CH:1]1[C:6]([CH2:7]Br)=[CH:5][CH:4]=[C:3]([N+:9]([O-:11])=[O:10])[CH:2]=1.[CH2:12]([NH:14][CH2:15][CH3:16])[CH3:13]. Product: [CH2:12]([N:14]([CH2:15][CH3:16])[CH2:7][C:6]1[CH:5]=[CH:4][C:3]([N+:9]([O-:11])=[O:10])=[CH:2][CH:1]=1)[CH3:13]. The catalyst class is: 5. (3) Reactant: [OH:1][C:2]1[CH:11]=[C:10]2[C:5]([C:6]([CH2:13][C:14](O)=[O:15])=[CH:7][C:8](=[O:12])[O:9]2)=[CH:4][CH:3]=1.B.CO. Product: [OH:15][CH2:14][CH2:13][C:6]1[C:5]2[C:10](=[CH:11][C:2]([OH:1])=[CH:3][CH:4]=2)[O:9][C:8](=[O:12])[CH:7]=1. The catalyst class is: 1. (4) Reactant: C(OC(=O)[NH:7][C:8]([C:11](=[O:48])[NH:12][C@@H:13]([C:23]([N:25]1[CH2:30][CH2:29][N:28]2[C:31](=[O:40])[N:32]([CH2:35][C:36]([F:39])([F:38])[F:37])[C:33](=[O:34])[C@:27]2([CH2:41][C:42]2[CH:47]=[CH:46][CH:45]=[CH:44][N:43]=2)[CH2:26]1)=[O:24])[CH2:14][CH2:15][CH2:16][C:17]1[CH:22]=[CH:21][CH:20]=[CH:19][CH:18]=1)([CH3:10])[CH3:9])(C)(C)C.[ClH:50]. Product: [ClH:50].[NH2:7][C:8]([CH3:10])([CH3:9])[C:11]([NH:12][C@@H:13]([C:23]([N:25]1[CH2:30][CH2:29][N:28]2[C:31](=[O:40])[N:32]([CH2:35][C:36]([F:37])([F:38])[F:39])[C:33](=[O:34])[C@:27]2([CH2:41][C:42]2[CH:47]=[CH:46][CH:45]=[CH:44][N:43]=2)[CH2:26]1)=[O:24])[CH2:14][CH2:15][CH2:16][C:17]1[CH:22]=[CH:21][CH:20]=[CH:19][CH:18]=1)=[O:48]. The catalyst class is: 14. (5) The catalyst class is: 1. Reactant: [CH2:1]([N:8]1[CH2:13][CH2:12][CH:11]([C:14]([O:16][CH2:17][CH3:18])=[O:15])[CH2:10][CH2:9]1)[C:2]1[CH:7]=[CH:6][CH:5]=[CH:4][CH:3]=1.[Li+].CC([N-]C(C)C)C.[CH3:27][O:28][C:29]1[CH:36]=[CH:35][C:32]([CH2:33]Cl)=[CH:31][CH:30]=1. Product: [CH2:1]([N:8]1[CH2:13][CH2:12][C:11]([CH2:33][C:32]2[CH:35]=[CH:36][C:29]([O:28][CH3:27])=[CH:30][CH:31]=2)([C:14]([O:16][CH2:17][CH3:18])=[O:15])[CH2:10][CH2:9]1)[C:2]1[CH:3]=[CH:4][CH:5]=[CH:6][CH:7]=1. (6) Reactant: [NH2:1][C:2]1[C:3]([NH:12][CH2:13][CH2:14][CH2:15][O:16][CH3:17])=[N:4][CH:5]=[C:6]([CH:11]=1)[C:7]([O:9][CH3:10])=[O:8].C(N(CC)CC)C.[C:25]([C:27]1[CH:28]=[C:29]([CH:35]=[CH:36][CH:37]=1)[C:30]([N:32]=[C:33]=S)=[O:31])#[N:26].C(Cl)CCl. Product: [C:25]([C:27]1[CH:28]=[C:29]([CH:35]=[CH:36][CH:37]=1)[C:30]([NH:32][C:33]1[N:12]([CH2:13][CH2:14][CH2:15][O:16][CH3:17])[C:3]2=[N:4][CH:5]=[C:6]([C:7]([O:9][CH3:10])=[O:8])[CH:11]=[C:2]2[N:1]=1)=[O:31])#[N:26]. The catalyst class is: 34. (7) Reactant: [CH2:1]([C:9]1[CH:15]=[CH:14][C:12]([NH2:13])=[CH:11][CH:10]=1)[CH2:2][CH2:3][CH2:4][CH2:5][CH2:6][CH2:7][CH3:8].[CH2:16]([O:23][CH2:24][CH2:25][CH:26]([NH:30][C:31]([O:33][C:34]([CH3:37])([CH3:36])[CH3:35])=[O:32])[C:27](O)=[O:28])[C:17]1[CH:22]=[CH:21][CH:20]=[CH:19][CH:18]=1.Cl.CN(C)CCCN=C=NCC. Product: [CH2:16]([O:23][CH2:24][CH2:25][CH:26]([NH:30][C:31](=[O:32])[O:33][C:34]([CH3:36])([CH3:35])[CH3:37])[C:27]([NH:13][C:12]1[CH:11]=[CH:10][C:9]([CH2:1][CH2:2][CH2:3][CH2:4][CH2:5][CH2:6][CH2:7][CH3:8])=[CH:15][CH:14]=1)=[O:28])[C:17]1[CH:18]=[CH:19][CH:20]=[CH:21][CH:22]=1. The catalyst class is: 2.